This data is from Experimentally validated miRNA-target interactions with 360,000+ pairs, plus equal number of negative samples. The task is: Binary Classification. Given a miRNA mature sequence and a target amino acid sequence, predict their likelihood of interaction. (1) The miRNA is mmu-miR-9-5p with sequence UCUUUGGUUAUCUAGCUGUAUGA. The protein sequence of the target gene is MGPPLKLFKNQKYQELKQECMKDGRLFCDPTFLPENDSLFFNRLLPGKVVWKRPQDISDDPHLIVGNISNHQLIQGRLGNKAMISAFSCLAVQESHWTKAIPNHKDQEWDPRKPEKYAGIFHFRFWHFGEWTEVVIDDLLPTINGDLVFSFSTSMNEFWNALLEKAYAKLLGCYEALDGLTITDIIMDFTGTLAEIIDMQKGRYTDLVEEKYKLFGELYKTFTKGGLICCSIESPSQEEQEVETDWGLLKGYTYTMTDIRKLRLGERLVEVFSTEKLYMVRLRNPLGRQEWSGPWSEISE.... Result: 0 (no interaction). (2) The miRNA is hsa-miR-19b-2-5p with sequence AGUUUUGCAGGUUUGCAUUUCA. The protein sequence of the target gene is MTYAYLFKYIIIGDTGVGKSCLLLQFTDKRFQPVHDLTIGVEFGARMVNIDGKQIKLQIWDTAGQESFRSITRSYYRGAAGALLVYDITRRETFNHLTSWLEDARQHSSSNMVIMLIGNKSDLESRRDVKREEGEAFAREHGLIFMETSAKTACNVEEAYINTAKEIYRKIQQGLFDVHNEANGIKIGPQQSITSSVGPCSPQQNVSDIGPDSGCC. Result: 0 (no interaction). (3) The miRNA is hsa-miR-548o-5p with sequence AAAAGUAAUUGCGGUUUUUGCC. The protein sequence of the target gene is MSRDPGSGGWEEAPRAAAALCTLYHEAGQRLRRLQDQLAARDALIARLRARLAALEGDAAPSLVDALLEQVARFREQLRRQEGGAAEAQMRQEIERLTERLEEKEREMQQLLSQPQHEREKEVVLLRRSMAEGERARAASDVLCRSLANETHQLRRTLTATAHMCQHLAKCLDERQHAQRNVGERSPDQSEHTDGHTSVQSVIEKLQEENRLLKQKVTHVEDLNAKWQRYNASRDEYVRGLHAQLRGLQIPHEPELMRKEISRLNRQLEEKINDCAEVKQELAASRTARDAALERVQMLE.... Result: 1 (interaction). (4) The miRNA is hsa-miR-330-5p with sequence UCUCUGGGCCUGUGUCUUAGGC. The protein sequence of the target gene is MEFKYLVFIVLCQYLDNTFFSETEAITTEQQSLSTLITPSLYVTTDSQNTAGNALSQTTRFKNISSGQQASPAQITPEQATPAVYVSSSPLTYNITRQAESAVNNSLPQTSPSGFTLTNQPSPSTYNSTGQPPKHLVYTSTQQPPSPAPTSSGKPEVESTHNQPTKSTPTIYLQRDTPPPPPPPLTSEPPSGKGTAHKNNHNAIAAILIGTIIISMLVAILMIILWKYLRKPVLNDQNWAGRSPFADGETPEMCMDNIRESEASTKRASVVSLMTWKPSKSTLLADDLEVKLFESSEHIN.... Result: 0 (no interaction). (5) The miRNA is mmu-miR-30e-5p with sequence UGUAAACAUCCUUGACUGGAAG. The protein sequence of the target gene is MIIKEYRIPLPMTVDEYRIAQLYMIQKKSRNETHGQGSGVEILENRPYTDGPGGSGQYTHKVYHVGMHIPGWFRSILPKAALRVVEESWNAYPYTRTRFTCPFVEKFSIDIETFYKTDTGENNNVFNLSPVEKSQLITDIIDIVKDPVPPSEYKTEEDPKLFQSVKTCRGPLSENWIQEYKKRLLPIMCAYKLCKVEFRYWGMQSKIERFIHDTGLRRVMVRAHRQAWCWQDEWYGLTMEKIRELEREVQLMLSRKMAQFSEEGPSELSKDSATKDQASGTTSDPGSKNGEPLGRGLKKQ.... Result: 1 (interaction). (6) The miRNA is hsa-miR-4482-5p with sequence AACCCAGUGGGCUAUGGAAAUG. Result: 0 (no interaction). The protein sequence of the target gene is MPRGPVAALLLLILHGAWSCLDLTCYTDYLWTITCVLETRSPNPSILSLTWQDEYEELQDQETFCSLHRSGHNTTHIWYTCHMRLSQFLSDEVFIVNVTDQSGNNSQECGSFVLAESIKPAPPLNVTVAFSGRYDISWDSAYDEPSNYVLRGKLQYELQYRNLRDPYAVRPVTKLISVDSRNVSLLPEEFHKDSSYQLQVRAAPQPGTSFRGTWSEWSDPVIFQTQAGEPEAGWDPHMLLLLAVLIIVLVFMGLKIHLPWRLWKKIWAPVPTPESFFQPLYREHSGNFKKWVNTPFTASS.... (7) The miRNA is cel-miR-234-3p with sequence UUAUUGCUCGAGAAUACCCUU. The protein sequence of the target gene is MESIFHEKQEGSLCAQHCLNNLLQGEYFSPVELSSIAHQLDEEERLRMAEGGVTSEDYRTFLQQPSGNMDDSGFFSIQVISNALKVWGLELILFNSPEYQRLRIDPINERSFICNYKEHWFTVRKLGKQWFNLNSLLTGPELISDTYLALFLAQLQQEGYSIFVVKGDLPDCEADQLLQMIKVQQMHRPKLIGEELAHLKEQSALKADLERVLEAADGSGIFDEDEDDLQRALAISRQEIDMEDEEADLRRAIQLSMQGSSRSMCENSPQTSSPDLSSEELRRRREAYFEKQQQQQQEVD.... Result: 0 (no interaction). (8) The miRNA is hsa-miR-1236-5p with sequence UGAGUGACAGGGGAAAUGGGGA. The protein sequence of the target gene is MCGNTMSVPLLTDAATVSGAERETAAVIFLHGLGDTGHSWADALSTIRLPHVKYICPHAPRIPVTLNMKMVMPSWFDLMGLSPDAPEDEAGIKKAAENIKALIEHEMKNGIPANRIVLGGFSQGGALSLYTALTCPHPLAGIVALSCWLPLHRAFPQAANGSAKDLAILQCHGELDPMVPVRFGALTAEKLRSVVTPARVQFKTYPGVMHSSCPQEMAAVKEFLEKLLPPV. Result: 1 (interaction). (9) The miRNA is hsa-miR-383-3p with sequence ACAGCACUGCCUGGUCAGA. The protein sequence of the target gene is MRRGERRDAGGPRPESPVPAGRASLEEPPDGPSAGQATGPGEGRRSTESEVYDDGTNTFFWRAHTLTVLFILTCTLGYVTLLEETPQDTAYNTKRGIVASILVFLCFGVTQAKDGPFSRPHPAYWRFWLCVSVVYELFLIFILFQTVQDGRQFLKYVDPKLGVPLPERDYGGNCLIYDPDNETDPFHNIWDKLDGFVPAHFLGWYLKTLMIRDWWMCMIISVMFEFLEYSLEHQLPNFSECWWDHWIMDVLVCNGLGIYCGMKTLEWLSLKTYKWQGLWNIPTYKGKMKRIAFQFTPYSW.... Result: 1 (interaction). (10) Result: 1 (interaction). The miRNA is mmu-miR-717 with sequence CUCAGACAGAGAUACCUUCUCU. The protein sequence of the target gene is MARTWLLLLLGVRCQALPSGIAGTPFPSLAPPITLLVDGRQHMLVVCLVLDAAPPGLDNPVWFSAGNGSALDAFTYGPSLAPDGTWTSLAQLSLPSEELEAWEPLVCHTRPGAGGQNRSTHPLQLSGESSTARSCFPEPLGGTQRQVLWLSLLRLLLFKLLLLDVLLTCSHLRLHVLAGQHLQPPPSRKSLPPTHRIWT.